From a dataset of Forward reaction prediction with 1.9M reactions from USPTO patents (1976-2016). Predict the product of the given reaction. (1) The product is: [CH3:32][N:31]([CH3:33])[CH2:30][CH2:29][O:1][C:2]1[CH:3]=[C:4]([CH:8]2[CH2:17][C:16]3[CH:15]=[C:14]([C:18]([O:20][CH3:21])=[O:19])[CH:13]=[CH:12][C:11]=3[CH2:10][CH2:9]2)[CH:5]=[CH:6][CH:7]=1. Given the reactants [OH:1][C:2]1[CH:3]=[C:4]([CH:8]2[CH2:17][C:16]3[CH:15]=[C:14]([C:18]([O:20][CH3:21])=[O:19])[CH:13]=[CH:12][C:11]=3[CH2:10][CH2:9]2)[CH:5]=[CH:6][CH:7]=1.C(=O)([O-])[O-].[K+].[K+].Cl[CH2:29][CH2:30][N:31]([CH3:33])[CH3:32].Cl, predict the reaction product. (2) Given the reactants [C:1]([O:7][CH2:8][CH3:9])(=[O:6])[CH2:2][C:3]([O-:5])=O.[K+].[Cl-].[Mg+2].[Cl-].C(N(CC)CC)C.[CH3:21][C@H:22]([C@H:26]([CH3:30])[CH2:27][CH2:28][CH3:29])C(Cl)=O, predict the reaction product. The product is: [CH2:8]([O:7][C:1](=[O:6])[CH2:2][C:3](=[O:5])[C@H:22]([CH3:21])[C@H:26]([CH3:30])[CH2:27][CH2:28][CH3:29])[CH3:9]. (3) The product is: [C:1]([C:5]1[CH:6]=[C:7]([CH:11]=[C:12]([C:16]([CH3:19])([CH3:18])[CH3:17])[C:13]=1[O:14][CH3:15])[C:8](=[S:29])[NH2:10])([CH3:4])([CH3:3])[CH3:2]. Given the reactants [C:1]([C:5]1[CH:6]=[C:7]([CH:11]=[C:12]([C:16]([CH3:19])([CH3:18])[CH3:17])[C:13]=1[O:14][CH3:15])[C:8]([NH2:10])=O)([CH3:4])([CH3:3])[CH3:2].COC1C=CC(P2(SP(C3C=CC(OC)=CC=3)(=S)S2)=[S:29])=CC=1, predict the reaction product. (4) Given the reactants [F:1][C:2]1[CH:8]=[C:7]([O:9][C:10]2[C:19]3[C:14](=[CH:15][C:16]([O:22][CH3:23])=[C:17]([O:20][CH3:21])[CH:18]=3)[N:13]=[CH:12][CH:11]=2)[CH:6]=[CH:5][C:3]=1[NH2:4].C(N(CC)CC)C.Cl[C:32](Cl)([O:34]C(=O)OC(Cl)(Cl)Cl)Cl.[NH2:43][C:44]1[O:48][N:47]=[C:46]([CH3:49])[CH:45]=1, predict the reaction product. The product is: [CH3:21][O:20][C:17]1[CH:18]=[C:19]2[C:14](=[CH:15][C:16]=1[O:22][CH3:23])[N:13]=[CH:12][CH:11]=[C:10]2[O:9][C:7]1[CH:6]=[CH:5][C:3]([NH:4][C:32]([NH:43][C:44]2[O:48][N:47]=[C:46]([CH3:49])[CH:45]=2)=[O:34])=[C:2]([F:1])[CH:8]=1.